From a dataset of Forward reaction prediction with 1.9M reactions from USPTO patents (1976-2016). Predict the product of the given reaction. (1) Given the reactants [NH2:1][C:2]1[CH:3]=[C:4]([NH:8][C:9](=[O:21])[C@@H:10]([N:12]([CH3:20])[C:13](=[O:19])[O:14][C:15]([CH3:18])([CH3:17])[CH3:16])[CH3:11])[CH:5]=[CH:6][CH:7]=1.[F:22][C:23]1[CH:24]=[C:25]([NH:29][C:30]2[N:35]=[C:34]([NH:36][CH2:37][CH2:38][CH3:39])[C:33]([CH:40]=O)=[CH:32][N:31]=2)[CH:26]=[CH:27][CH:28]=1.C(O[BH-](OC(=O)C)OC(=O)C)(=O)C.[Na+].C(=O)([O-])O.[Na+], predict the reaction product. The product is: [F:22][C:23]1[CH:24]=[C:25]([NH:29][C:30]2[N:35]=[C:34]([NH:36][CH2:37][CH2:38][CH3:39])[C:33]([CH2:40][NH:1][C:2]3[CH:3]=[C:4]([NH:8][C:9](=[O:21])[C@@H:10]([N:12]([CH3:20])[C:13](=[O:19])[O:14][C:15]([CH3:17])([CH3:16])[CH3:18])[CH3:11])[CH:5]=[CH:6][CH:7]=3)=[CH:32][N:31]=2)[CH:26]=[CH:27][CH:28]=1. (2) Given the reactants [Cl:1][C:2]1[CH:7]=[C:6]([O:8][C:9]2[CH:14]=[CH:13][C:12]([N:15]=[C:16]=[O:17])=[CH:11][CH:10]=2)[N:5]=[CH:4][N:3]=1.[CH:18]([N:21]1[CH2:26][CH2:25][N:24]([CH2:27][C:28]2[CH:29]=[C:30]([CH:32]=[C:33]([C:35]([F:38])([F:37])[F:36])[CH:34]=2)[NH2:31])[CH2:23][CH2:22]1)([CH3:20])[CH3:19], predict the reaction product. The product is: [Cl:1][C:2]1[N:3]=[CH:4][N:5]=[C:6]([O:8][C:9]2[CH:10]=[CH:11][C:12]([NH:15][C:16]([NH:31][C:30]3[CH:32]=[C:33]([C:35]([F:36])([F:37])[F:38])[CH:34]=[C:28]([CH2:27][N:24]4[CH2:23][CH2:22][N:21]([CH:18]([CH3:20])[CH3:19])[CH2:26][CH2:25]4)[CH:29]=3)=[O:17])=[CH:13][CH:14]=2)[CH:7]=1. (3) Given the reactants Cl[C:2]([O:4][CH3:5])=[O:3].[CH3:6][C@H:7]1[CH2:16][CH2:15][C:14]2[C:9](=[CH:10][CH:11]=[C:12]([CH:21]3[CH2:26][CH2:25][NH:24][CH2:23][CH2:22]3)[C:13]=2[O:17][CH2:18][CH2:19][CH3:20])[N:8]1[C:27](=[O:29])[CH3:28].C(N(CC)CC)C, predict the reaction product. The product is: [C:27]([N:8]1[C:9]2[C:14](=[C:13]([O:17][CH2:18][CH2:19][CH3:20])[C:12]([CH:21]3[CH2:26][CH2:25][N:24]([C:2]([O:4][CH3:5])=[O:3])[CH2:23][CH2:22]3)=[CH:11][CH:10]=2)[CH2:15][CH2:16][C@@H:7]1[CH3:6])(=[O:29])[CH3:28]. (4) Given the reactants [F:1][C:2]1[CH:7]=[CH:6][C:5]([N:8]2[C:12]3[CH:13]=[N:14][CH:15]=[C:16]([C:17]([OH:19])=O)[C:11]=3[CH:10]=[N:9]2)=[CH:4][CH:3]=1.CCN(C(C)C)C(C)C.CN(C(ON1N=NC2C=CC=CC1=2)=[N+](C)C)C.[B-](F)(F)(F)F.Cl.[CH3:52][S:53]([C:56]1[N:61]=[CH:60][C:59]([C@@H:62]([NH2:65])[CH2:63][CH3:64])=[CH:58][CH:57]=1)(=[O:55])=[O:54].C(=O)(O)[O-].[Na+], predict the reaction product. The product is: [CH3:52][S:53]([C:56]1[N:61]=[CH:60][C:59]([C@@H:62]([NH:65][C:17]([C:16]2[C:11]3[CH:10]=[N:9][N:8]([C:5]4[CH:4]=[CH:3][C:2]([F:1])=[CH:7][CH:6]=4)[C:12]=3[CH:13]=[N:14][CH:15]=2)=[O:19])[CH2:63][CH3:64])=[CH:58][CH:57]=1)(=[O:55])=[O:54]. (5) Given the reactants [CH2:1]([O:8][C:9]1[CH:10]=[C:11]([CH:15]=[C:16]([O:18][C@@H:19]([CH3:23])[CH2:20][O:21][CH3:22])[CH:17]=1)[C:12]([OH:14])=O)[C:2]1[CH:7]=[CH:6][CH:5]=[CH:4][CH:3]=1.Cl.[CH3:25][NH:26][O:27][CH3:28].CCN=C=NCCCN(C)C, predict the reaction product. The product is: [CH2:1]([O:8][C:9]1[CH:10]=[C:11]([CH:15]=[C:16]([O:18][C@@H:19]([CH3:23])[CH2:20][O:21][CH3:22])[CH:17]=1)[C:12]([N:26]([O:27][CH3:28])[CH3:25])=[O:14])[C:2]1[CH:3]=[CH:4][CH:5]=[CH:6][CH:7]=1. (6) Given the reactants Cl.[CH:2]1([C:8]2[C:16]3[C:11](=[CH:12][C:13]([C:17]([O:19][CH3:20])=[O:18])=[CH:14][CH:15]=3)[N:10]([CH2:21][CH:22]3OCC[O:23]3)[C:9]=2[C:27]2[CH:32]=[CH:31][C:30]([O:33][CH3:34])=[CH:29][C:28]=2[CH2:35][NH:36][CH3:37])[CH2:7][CH2:6][CH2:5][CH2:4][CH2:3]1, predict the reaction product. The product is: [CH:2]1([C:8]2[C:16]3[C:11](=[CH:12][C:13]([C:17]([O:19][CH3:20])=[O:18])=[CH:14][CH:15]=3)[N:10]([CH2:21][CH:22]=[O:23])[C:9]=2[C:27]2[CH:32]=[CH:31][C:30]([O:33][CH3:34])=[CH:29][C:28]=2[CH2:35][NH:36][CH3:37])[CH2:7][CH2:6][CH2:5][CH2:4][CH2:3]1.